Dataset: CYP2C9 inhibition data for predicting drug metabolism from PubChem BioAssay. Task: Regression/Classification. Given a drug SMILES string, predict its absorption, distribution, metabolism, or excretion properties. Task type varies by dataset: regression for continuous measurements (e.g., permeability, clearance, half-life) or binary classification for categorical outcomes (e.g., BBB penetration, CYP inhibition). Dataset: cyp2c9_veith. (1) The compound is O=C(NCCc1c[nH]c2ccccc12)[C@H]1C[C@@H]1[C@H](NP(=O)(c1ccccc1)c1ccccc1)c1ccccc1. The result is 1 (inhibitor). (2) The compound is COc1ccccc1-c1nc(NCCN2CCOCC2)c2ccccc2n1. The result is 0 (non-inhibitor). (3) The drug is Cc1cccc2cc3ccc4ccccc4c3cc12. The result is 0 (non-inhibitor). (4) The compound is O=C(Nc1ccc(F)cc1)Nc1nnc(-c2ccncc2)s1. The result is 1 (inhibitor).